From a dataset of Reaction yield outcomes from USPTO patents with 853,638 reactions. Predict the reaction yield, written as a fraction of the theoretical maximum amount of product (1.0 means a 100% yield; for example, 0.34 means a 34% yield). The reactants are [N:1]([CH2:4][C@@H:5]1[C@H:9]2[O:10][C:11]([CH3:14])([CH3:13])[O:12][C@H:8]2[C@H:7]([N:15]2[C:19]3[N:20]=[CH:21][N:22]=[C:23]([NH:24][CH2:25][C:26]4[CH:31]=[CH:30][C:29]([O:32][CH3:33])=[CH:28][C:27]=4[O:34][CH3:35])[C:18]=3[CH:17]=[CH:16]2)[CH2:6]1)=[N+]=[N-].C1COCC1.CP(C)C.O. The catalyst is C(Cl)Cl. The product is [NH2:1][CH2:4][C@@H:5]1[C@H:9]2[O:10][C:11]([CH3:14])([CH3:13])[O:12][C@H:8]2[C@H:7]([N:15]2[C:19]3[N:20]=[CH:21][N:22]=[C:23]([NH:24][CH2:25][C:26]4[CH:31]=[CH:30][C:29]([O:32][CH3:33])=[CH:28][C:27]=4[O:34][CH3:35])[C:18]=3[CH:17]=[CH:16]2)[CH2:6]1. The yield is 0.530.